Dataset: Forward reaction prediction with 1.9M reactions from USPTO patents (1976-2016). Task: Predict the product of the given reaction. (1) Given the reactants [CH3:1][C:2]1[N:7]2[C:8]([CH2:11][S:12][C:13]3[CH:18]=[CH:17][C:16]([N+:19]([O-])=O)=[CH:15][CH:14]=3)=[CH:9][N:10]=[C:6]2[CH:5]=[CH:4][CH:3]=1.[Cl-].[Ca+2].[Cl-].C(O)C, predict the reaction product. The product is: [CH3:1][C:2]1[N:7]2[C:8]([CH2:11][S:12][C:13]3[CH:14]=[CH:15][C:16]([NH2:19])=[CH:17][CH:18]=3)=[CH:9][N:10]=[C:6]2[CH:5]=[CH:4][CH:3]=1. (2) The product is: [C:1]([O:5][C:6](=[O:7])[C:8]1[CH:13]=[CH:12][CH:11]=[CH:10][C:9]=1[C:14]1[CH:19]=[CH:18][N:17]=[C:16]([C:20](=[O:21])[NH:37][C@H:28]([CH2:29][C:30]2[CH:35]=[CH:34][CH:33]=[CH:32][C:31]=2[Cl:36])[C@H:27]([C:26]([O:25][CH2:23][CH3:24])=[O:39])[OH:38])[CH:15]=1)([CH3:3])([CH3:2])[CH3:4]. Given the reactants [C:1]([O:5][C:6]([C:8]1[CH:13]=[CH:12][CH:11]=[CH:10][C:9]=1[C:14]1[CH:19]=[CH:18][N:17]=[C:16]([C:20](O)=[O:21])[CH:15]=1)=[O:7])([CH3:4])([CH3:3])[CH3:2].[CH2:23]([O:25][C:26](=[O:39])[C@H:27]([OH:38])[C@H:28]([NH2:37])[CH2:29][C:30]1[CH:35]=[CH:34][CH:33]=[CH:32][C:31]=1[Cl:36])[CH3:24].CCN(C(C)C)C(C)C.CN(C(ON1N=NC2C=CC=NC1=2)=[N+](C)C)C.F[P-](F)(F)(F)(F)F, predict the reaction product. (3) Given the reactants O.[OH-].[Li+].[NH:4]([C:11]1[O:12][C:13]([C:16]([O:18]CC)=[O:17])=[CH:14][N:15]=1)[C:5]1[CH:10]=[CH:9][CH:8]=[CH:7][CH:6]=1.Cl, predict the reaction product. The product is: [NH:4]([C:11]1[O:12][C:13]([C:16]([OH:18])=[O:17])=[CH:14][N:15]=1)[C:5]1[CH:6]=[CH:7][CH:8]=[CH:9][CH:10]=1.